Dataset: Reaction yield outcomes from USPTO patents with 853,638 reactions. Task: Predict the reaction yield, written as a fraction of the theoretical maximum amount of product (1.0 means a 100% yield; for example, 0.34 means a 34% yield). (1) The reactants are [CH3:1][O:2][C:3](=[O:33])[C:4]1[CH:9]=[CH:8][C:7]([CH2:10][N:11]2[CH:15]=[C:14]([C:16]3[CH:21]=[CH:20][C:19]([Cl:22])=[CH:18][C:17]=3[Cl:23])[N:13]=[C:12]2/[CH:24]=[CH:25]/[C:26]2[CH:31]=[CH:30][C:29](Br)=[CH:28][CH:27]=2)=[CH:6][CH:5]=1.[F:34][C:35]1[CH:36]=[C:37](B(O)O)[CH:38]=[CH:39][C:40]=1[F:41]. No catalyst specified. The product is [CH3:1][O:2][C:3](=[O:33])[C:4]1[CH:9]=[CH:8][C:7]([CH2:10][N:11]2[CH:15]=[C:14]([C:16]3[CH:21]=[CH:20][C:19]([Cl:22])=[CH:18][C:17]=3[Cl:23])[N:13]=[C:12]2/[CH:24]=[CH:25]/[C:26]2[CH:31]=[CH:30][C:29]([C:38]3[CH:37]=[CH:36][C:35]([F:34])=[C:40]([F:41])[CH:39]=3)=[CH:28][CH:27]=2)=[CH:6][CH:5]=1. The yield is 0.830. (2) The reactants are [C:1]([C@@:18]1(C(O)=O)[CH2:22][C@@H:21]([NH2:23])[CH2:20][N:19]1[C:24]([O:26][C:27]([CH3:30])([CH3:29])[CH3:28])=[O:25])([O:3]CC1C2C(=CC=CC=2)C2C1=CC=CC=2)=[O:2]. The catalyst is C(#N)C.N1CCCC1. The product is [NH2:23][CH:21]1[CH2:20][N:19]([C:24]([O:26][C:27]([CH3:28])([CH3:29])[CH3:30])=[O:25])[CH:18]([C:1]([OH:3])=[O:2])[CH2:22]1. The yield is 0.400. (3) The reactants are C(OC([N:8]1[CH2:12][CH2:11][C:10]([C:15]2[CH:20]=[C:19]([F:21])[CH:18]=[C:17]([Cl:22])[CH:16]=2)([O:13][CH3:14])[CH2:9]1)=O)(C)(C)C.FC(F)(F)C(O)=O. The catalyst is ClCCl. The product is [Cl:22][C:17]1[CH:16]=[C:15]([C:10]2([O:13][CH3:14])[CH2:11][CH2:12][NH:8][CH2:9]2)[CH:20]=[C:19]([F:21])[CH:18]=1. The yield is 0.770. (4) The reactants are FC(F)(F)C(O)=O.[Br:8][C:9]1[CH:10]=[C:11]([N:16]2[C:20](=[O:21])[O:19][N:18]=[C:17]2[C:22]2[C:23]([NH:27][CH2:28][CH2:29][NH:30][S:31]([NH:34]C(=O)OC(C)(C)C)(=[O:33])=[O:32])=[N:24][O:25][N:26]=2)[CH:12]=[CH:13][C:14]=1[F:15]. The catalyst is O. The product is [Br:8][C:9]1[CH:10]=[C:11]([N:16]2[C:20](=[O:21])[O:19][N:18]=[C:17]2[C:22]2[C:23]([NH:27][CH2:28][CH2:29][NH:30][S:31]([NH2:34])(=[O:32])=[O:33])=[N:24][O:25][N:26]=2)[CH:12]=[CH:13][C:14]=1[F:15]. The yield is 1.00. (5) The reactants are C[C:2]1(C)[C:14](=[CH2:15])[C:13](=[O:16])[C:12]2[C:11]3[C:6](=[CH:7][CH:8]=[CH:9][CH:10]=3)[N:5]([CH2:17][C:18]3[CH:27]=[CH:26][C:21]([C:22]([O:24][CH3:25])=[O:23])=[CH:20][CH:19]=3)[C:4]=2[CH2:3]1.[CH3:29][S:30]([N:33]1[CH2:38][CH2:37][NH:36][CH2:35][CH2:34]1)(=[O:32])=[O:31]. The catalyst is C1(C)C=CC=CC=1. The product is [CH3:29][S:30]([N:33]1[CH2:38][CH2:37][N:36]([CH2:15][CH:14]2[C:13](=[O:16])[C:12]3[C:11]4[C:6](=[CH:7][CH:8]=[CH:9][CH:10]=4)[N:5]([CH2:17][C:18]4[CH:19]=[CH:20][C:21]([C:22]([O:24][CH3:25])=[O:23])=[CH:26][CH:27]=4)[C:4]=3[CH2:3][CH2:2]2)[CH2:35][CH2:34]1)(=[O:32])=[O:31]. The yield is 0.270. (6) The reactants are [Cl-].O[NH3+:3].[C:4](=[O:7])([O-])[OH:5].[Na+].CS(C)=O.[O:13]1[C:17]2[CH:18]=[CH:19][C:20]([N:22]3[C:27](=[O:28])[C:26]([CH2:29][C:30]4[CH:35]=[CH:34][C:33]([C:36]5[C:37]([C:42]#[N:43])=[CH:38][CH:39]=[CH:40][CH:41]=5)=[CH:32][CH:31]=4)=[C:25]([O:44][CH2:45][CH3:46])[N:24]=[C:23]3[CH3:47])=[CH:21][C:16]=2[CH2:15][CH2:14]1. The catalyst is C(OCC)(=O)C. The product is [O:13]1[C:17]2[CH:18]=[CH:19][C:20]([N:22]3[C:27](=[O:28])[C:26]([CH2:29][C:30]4[CH:35]=[CH:34][C:33]([C:36]5[CH:41]=[CH:40][CH:39]=[CH:38][C:37]=5[C:42]5[NH:3][C:4](=[O:7])[O:5][N:43]=5)=[CH:32][CH:31]=4)=[C:25]([O:44][CH2:45][CH3:46])[N:24]=[C:23]3[CH3:47])=[CH:21][C:16]=2[CH2:15][CH2:14]1. The yield is 0.350. (7) The reactants are CC(OC(/N=N/C(OC(C)C)=O)=O)C.[CH2:15]([O:17][C:18]([C:20]1[CH2:25][C@H:24]([NH:26][C:27]([O:29][C:30]([CH3:33])([CH3:32])[CH3:31])=[O:28])[C@@H:23]([NH:34][C:35](=[O:37])[CH3:36])[C@H:22](O)[CH:21]=1)=[O:19])[CH3:16].CCN(CC)CC.CCCCCC.C(OCC)(=O)C. The catalyst is ClCCl. The product is [C:35]([N:34]1[C@@H:22]2[C@H:23]1[C@@H:24]([NH:26][C:27]([O:29][C:30]([CH3:33])([CH3:32])[CH3:31])=[O:28])[CH2:25][C:20]([C:18]([O:17][CH2:15][CH3:16])=[O:19])=[CH:21]2)(=[O:37])[CH3:36]. The yield is 0.700.